From a dataset of Reaction yield outcomes from USPTO patents with 853,638 reactions. Predict the reaction yield, written as a fraction of the theoretical maximum amount of product (1.0 means a 100% yield; for example, 0.34 means a 34% yield). (1) The yield is 0.430. The product is [CH2:37]([N:3]([CH2:1][CH3:2])[CH2:4][CH2:5][CH2:6][NH:7][C:8]1[N:9]=[C:10]([C:27]2[CH:28]=[C:29]([CH:33]=[CH:34][C:35]=2[CH3:36])[C:30]([NH:67][CH2:63][CH:64]([CH3:66])[CH3:65])=[O:32])[C:11]2[CH:17]=[CH:16][C:15](=[O:18])[N:14]([C:19]3[C:20]([F:26])=[CH:21][CH:22]=[CH:23][C:24]=3[F:25])[C:12]=2[N:13]=1)[CH3:38]. The reactants are [CH2:1]([N:3]([CH2:37][CH3:38])[CH2:4][CH2:5][CH2:6][NH:7][C:8]1[N:9]=[C:10]([C:27]2[CH:28]=[C:29]([CH:33]=[CH:34][C:35]=2[CH3:36])[C:30]([OH:32])=O)[C:11]2[CH:17]=[CH:16][C:15](=[O:18])[N:14]([C:19]3[C:24]([F:25])=[CH:23][CH:22]=[CH:21][C:20]=3[F:26])[C:12]=2[N:13]=1)[CH3:2].CN(C(ON1N=NC2C=CC=CC1=2)=[N+](C)C)C.F[P-](F)(F)(F)(F)F.[CH2:63]([NH2:67])[CH:64]([CH3:66])[CH3:65]. The catalyst is C(Cl)Cl. (2) The reactants are Cl[C:2]1[CH:3]=[C:4]([F:9])[C:5]([F:8])=[N:6][CH:7]=1.CC(C1C=C(C(C)C)C(C2C=CC=CC=2P(C2CCCCC2)C2CCCCC2)=C(C(C)C)C=1)C.[CH3:44][C:45]1[CH:49]=[C:48]([Sn](C)(C)C)[S:47][N:46]=1. The catalyst is O1CCOCC1.C([O-])(=O)C.[Pd+2].C([O-])(=O)C. The product is [F:8][C:5]1[C:4]([F:9])=[CH:3][C:2]([C:48]2[S:47][N:46]=[C:45]([CH3:44])[CH:49]=2)=[CH:7][N:6]=1. The yield is 0.980. (3) The reactants are I[C:2]1[C:3]([CH3:13])=[CH:4][C:5]([CH3:12])=[C:6]([CH:11]=1)[C:7]([O:9][CH3:10])=[O:8].[CH3:14][N:15](C)C=O. The catalyst is [C-]#N.[C-]#N.[Zn+2].C1C=CC([P]([Pd]([P](C2C=CC=CC=2)(C2C=CC=CC=2)C2C=CC=CC=2)([P](C2C=CC=CC=2)(C2C=CC=CC=2)C2C=CC=CC=2)[P](C2C=CC=CC=2)(C2C=CC=CC=2)C2C=CC=CC=2)(C2C=CC=CC=2)C2C=CC=CC=2)=CC=1. The product is [C:14]([C:2]1[C:3]([CH3:13])=[CH:4][C:5]([CH3:12])=[C:6]([CH:11]=1)[C:7]([O:9][CH3:10])=[O:8])#[N:15]. The yield is 0.930. (4) The reactants are [C:1]([O:5][C:6](=[O:22])[NH:7][C@@H:8]1[CH2:13][C@@H:12]([CH3:14])[CH2:11][N:10](CC2C=CC=CC=2)[CH2:9]1)([CH3:4])([CH3:3])[CH3:2]. The catalyst is [OH-].[OH-].[Pd+2].CCO. The product is [C:1]([O:5][C:6](=[O:22])[NH:7][C@@H:8]1[CH2:13][C@@H:12]([CH3:14])[CH2:11][NH:10][CH2:9]1)([CH3:4])([CH3:2])[CH3:3]. The yield is 0.890. (5) The reactants are [CH3:1][C:2]1[O:3][C:4]2[CH2:5][CH2:6][C:7]3[CH:19]=[CH:18][CH:17]=[CH:16][C:8]=3[CH:9]([O:12][CH2:13][CH2:14][OH:15])[C:10]=2[N:11]=1.C(P(CCCC)CCCC)CCC.[CH2:33]([O:35][C:36](=[O:49])[CH:37]([O:46][CH2:47][CH3:48])[CH2:38][C:39]1[CH:44]=[CH:43][C:42](O)=[CH:41][CH:40]=1)[CH3:34].C1CCN(C(N=NC(N2CCCCC2)=O)=O)CC1. The catalyst is C1C=CC=CC=1.O. The product is [CH2:33]([O:35][C:36](=[O:49])[CH:37]([O:46][CH2:47][CH3:48])[CH2:38][C:39]1[CH:44]=[CH:43][C:42]([O:15][CH2:14][CH2:13][O:12][CH:9]2[C:8]3[CH:16]=[CH:17][CH:18]=[CH:19][C:7]=3[CH2:6][CH2:5][C:4]3[O:3][C:2]([CH3:1])=[N:11][C:10]2=3)=[CH:41][CH:40]=1)[CH3:34]. The yield is 0.400. (6) The reactants are Cl[CH2:2][C:3]1[CH:4]=[CH:5][C:6]2[O:11][C:10]([F:13])([F:12])[O:9]C(F)(F)[C:7]=2[CH:16]=1.[C-:17]#[N:18].[Na+]. The catalyst is CS(C)=O. The product is [F:13][C:10]1([F:12])[O:11][C:6]2[CH:5]=[CH:4][C:3]([CH2:2][C:17]#[N:18])=[CH:16][C:7]=2[O:9]1. The yield is 0.680.